Task: Regression. Given a peptide amino acid sequence and an MHC pseudo amino acid sequence, predict their binding affinity value. This is MHC class II binding data.. Dataset: Peptide-MHC class II binding affinity with 134,281 pairs from IEDB (1) The peptide sequence is KFQADSPKRLATAIA. The MHC is DRB1_0802 with pseudo-sequence DRB1_0802. The binding affinity (normalized) is 0.108. (2) The peptide sequence is AFILDGKNLFPKV. The MHC is HLA-DQA10501-DQB10201 with pseudo-sequence HLA-DQA10501-DQB10201. The binding affinity (normalized) is 0.208. (3) The peptide sequence is QPNLKALREKVLGLP. The MHC is DRB1_0101 with pseudo-sequence DRB1_0101. The binding affinity (normalized) is 0.588. (4) The peptide sequence is FRNVLSIAPIMFSNKM. The MHC is DRB1_0405 with pseudo-sequence DRB1_0405. The binding affinity (normalized) is 0.444. (5) The peptide sequence is TIKAERTEQKDFDGR. The MHC is HLA-DPA10103-DPB10401 with pseudo-sequence HLA-DPA10103-DPB10401. The binding affinity (normalized) is 0.